From a dataset of Catalyst prediction with 721,799 reactions and 888 catalyst types from USPTO. Predict which catalyst facilitates the given reaction. Reactant: C(OC(=O)[NH:10][C@H:11]1[CH2:16][CH2:15][CH2:14][C@H:13]([N:17](C(OCC2C=CC=CC=2)=O)[C:18]2[N:27]=[C:26]([N:28]([CH3:30])[CH3:29])[C:25]3[C:20](=[CH:21][CH:22]=[CH:23][CH:24]=3)[N:19]=2)[CH2:12]1)C1C=CC=CC=1. Product: [NH2:10][C@H:11]1[CH2:16][CH2:15][CH2:14][C@H:13]([NH:17][C:18]2[N:27]=[C:26]([N:28]([CH3:30])[CH3:29])[C:25]3[C:20](=[CH:21][CH:22]=[CH:23][CH:24]=3)[N:19]=2)[CH2:12]1. The catalyst class is: 19.